From a dataset of Full USPTO retrosynthesis dataset with 1.9M reactions from patents (1976-2016). Predict the reactants needed to synthesize the given product. (1) Given the product [O:9]1[CH2:1][CH:2]1[CH2:3][CH2:4][CH2:5][CH2:6][CH2:7][CH2:8][OH:15], predict the reactants needed to synthesize it. The reactants are: [CH2:1]([OH:9])[CH2:2][CH2:3][CH2:4][CH2:5][CH2:6][CH:7]=[CH2:8].N1C=CC=N1.[OH:15]O. (2) Given the product [CH2:17]([O:24][C:25]([NH:1][C:2]1[N:7]=[C:6]([C:8]([O:10][CH3:11])=[O:9])[CH:5]=[CH:4][CH:3]=1)=[O:26])[C:18]1[CH:23]=[CH:22][CH:21]=[CH:20][CH:19]=1, predict the reactants needed to synthesize it. The reactants are: [NH2:1][C:2]1[N:7]=[C:6]([C:8]([O:10][CH3:11])=[O:9])[CH:5]=[CH:4][CH:3]=1.C(=O)(O)[O-].[Na+].[CH2:17]([O:24][C:25](Cl)=[O:26])[C:18]1[CH:23]=[CH:22][CH:21]=[CH:20][CH:19]=1.O. (3) Given the product [CH:12]1([CH2:11][NH:10][C:4]2[N:5]=[C:6]([O:8][CH3:9])[N:7]=[C:2]([C:30]3[CH:29]=[C:28]([C:25]([CH3:27])([CH3:26])[C:22]([OH:24])=[O:23])[CH:33]=[CH:32][CH:31]=3)[CH:3]=2)[C:21]2[C:16](=[CH:17][CH:18]=[CH:19][CH:20]=2)[CH2:15][CH2:14][O:13]1, predict the reactants needed to synthesize it. The reactants are: Cl[C:2]1[N:7]=[C:6]([O:8][CH3:9])[N:5]=[C:4]([NH:10][CH2:11][CH:12]2[C:21]3[C:16](=[CH:17][CH:18]=[CH:19][CH:20]=3)[CH2:15][CH2:14][O:13]2)[CH:3]=1.[C:22]([C:25]([C:28]1[CH:29]=[C:30](B(O)O)[CH:31]=[CH:32][CH:33]=1)([CH3:27])[CH3:26])([OH:24])=[O:23].C([O-])([O-])=O.[Cs+].[Cs+]. (4) Given the product [CH2:22]([N:11]1[C:12]2[C:7](=[C:6]([OH:36])[C:5]([C:3]([NH:37][CH2:38][CH2:39][C:40]([OH:42])=[O:41])=[O:4])=[N:14][C:13]=2[C:15]2[CH:16]=[N:17][CH:18]=[C:19]([F:21])[CH:20]=2)[CH:8]=[C:9]([C:30]2[CH:35]=[CH:34][CH:33]=[CH:32][CH:31]=2)[C:10]1=[O:29])[C:23]1[CH:24]=[CH:25][CH:26]=[CH:27][CH:28]=1, predict the reactants needed to synthesize it. The reactants are: CO[C:3]([C:5]1[C:6]([OH:36])=[C:7]2[C:12](=[C:13]([C:15]3[CH:16]=[N:17][CH:18]=[C:19]([F:21])[CH:20]=3)[N:14]=1)[N:11]([CH2:22][C:23]1[CH:28]=[CH:27][CH:26]=[CH:25][CH:24]=1)[C:10](=[O:29])[C:9]([C:30]1[CH:35]=[CH:34][CH:33]=[CH:32][CH:31]=1)=[CH:8]2)=[O:4].[NH2:37][CH2:38][CH2:39][C:40]([OH:42])=[O:41].C[O-].[Na+]. (5) Given the product [ClH:1].[C:23]([NH:26][C:27]1[S:28][CH:29]=[C:30]([CH2:32][O:19][C:13]2[CH:12]=[C:11]3[C:16]([C:7]([NH:6][C:5]4[CH:20]=[CH:21][C:2]([Cl:1])=[CH:3][C:4]=4[F:22])=[N:8][CH:9]=[N:10]3)=[CH:15][C:14]=2[O:17][CH3:18])[N:31]=1)(=[O:25])[CH3:24], predict the reactants needed to synthesize it. The reactants are: [Cl:1][C:2]1[CH:21]=[CH:20][C:5]([NH:6][C:7]2[C:16]3[C:11](=[CH:12][C:13]([OH:19])=[C:14]([O:17][CH3:18])[CH:15]=3)[N:10]=[CH:9][N:8]=2)=[C:4]([F:22])[CH:3]=1.[C:23]([NH:26][C:27]1[S:28][CH:29]=[C:30]([CH2:32]Cl)[N:31]=1)(=[O:25])[CH3:24].C(=O)([O-])[O-].[K+].[K+].